Dataset: Catalyst prediction with 721,799 reactions and 888 catalyst types from USPTO. Task: Predict which catalyst facilitates the given reaction. (1) Reactant: [Br:1][C:2]1[CH:10]=[CH:9][C:5]([C:6]([OH:8])=O)=[CH:4][N:3]=1.C(N(CC)C(C)C)(C)C.[F:20][C:21]([F:30])([F:29])[C:22]1([OH:28])[CH2:27][CH2:26][NH:25][CH2:24][CH2:23]1.C(=O)([O-])O.[Na+]. Product: [Br:1][C:2]1[N:3]=[CH:4][C:5]([C:6]([N:25]2[CH2:26][CH2:27][C:22]([OH:28])([C:21]([F:29])([F:30])[F:20])[CH2:23][CH2:24]2)=[O:8])=[CH:9][CH:10]=1. The catalyst class is: 13. (2) Reactant: [Br:1][C:2]1[CH:7]=[CH:6][C:5]([CH2:8][C:9]([OH:11])=[O:10])=[CH:4][CH:3]=1.[Li+].[CH3:13][CH:14]([N-]C(C)C)C.BrCCO[Si](C(C)(C)C)(C)C.Cl. Product: [Br:1][C:2]1[CH:3]=[CH:4][C:5]([CH:8]2[CH2:14][CH2:13][O:10][C:9]2=[O:11])=[CH:6][CH:7]=1. The catalyst class is: 1.